Dataset: NCI-60 drug combinations with 297,098 pairs across 59 cell lines. Task: Regression. Given two drug SMILES strings and cell line genomic features, predict the synergy score measuring deviation from expected non-interaction effect. (1) Drug 1: C1CN1C2=NC(=NC(=N2)N3CC3)N4CC4. Drug 2: CCC1=CC2CC(C3=C(CN(C2)C1)C4=CC=CC=C4N3)(C5=C(C=C6C(=C5)C78CCN9C7C(C=CC9)(C(C(C8N6C)(C(=O)OC)O)OC(=O)C)CC)OC)C(=O)OC.C(C(C(=O)O)O)(C(=O)O)O. Cell line: KM12. Synergy scores: CSS=43.1, Synergy_ZIP=-8.38, Synergy_Bliss=-12.1, Synergy_Loewe=-12.5, Synergy_HSA=-7.45. (2) Drug 1: CC1=CC=C(C=C1)C2=CC(=NN2C3=CC=C(C=C3)S(=O)(=O)N)C(F)(F)F. Drug 2: C1=NC(=NC(=O)N1C2C(C(C(O2)CO)O)O)N. Cell line: PC-3. Synergy scores: CSS=6.33, Synergy_ZIP=0.873, Synergy_Bliss=6.77, Synergy_Loewe=-6.40, Synergy_HSA=1.08.